The task is: Predict the reaction yield, written as a fraction of the theoretical maximum amount of product (1.0 means a 100% yield; for example, 0.34 means a 34% yield).. This data is from Reaction yield outcomes from USPTO patents with 853,638 reactions. (1) The reactants are [Cl:1][C:2]1[CH:18]=[CH:17][C:5]2[CH2:6][CH2:7][N:8]([C:11](=[O:16])[C:12]([F:15])([F:14])[F:13])[CH2:9][CH2:10][C:4]=2[C:3]=1[NH:19][CH2:20][C:21]1[CH:26]=[CH:25][C:24]([C:27]2(OCC[O:35]2)[CH2:28][S:29][CH2:30][C:31]([F:34])([F:33])[F:32])=[CH:23][CH:22]=1.Cl. The catalyst is ClCCl.O1CCOCC1. The product is [Cl:1][C:2]1[CH:18]=[CH:17][C:5]2[CH2:6][CH2:7][N:8]([C:11](=[O:16])[C:12]([F:13])([F:14])[F:15])[CH2:9][CH2:10][C:4]=2[C:3]=1[NH:19][CH2:20][C:21]1[CH:26]=[CH:25][C:24]([C:27]([CH2:28][S:29][CH2:30][C:31]([F:34])([F:32])[F:33])=[O:35])=[CH:23][CH:22]=1. The yield is 0.410. (2) The reactants are [F:1][C:2]1[CH:10]=[C:9]2[C:5]([CH:6]=[C:7]([C:11]([CH3:15])([CH3:14])[CH2:12][OH:13])[NH:8]2)=[CH:4][C:3]=1[N+:16]([O-:18])=[O:17].[CH3:19][C:20]([Si:23](Cl)([CH3:25])[CH3:24])([CH3:22])[CH3:21].N1C=CN=C1. The catalyst is C(Cl)Cl. The product is [Si:23]([O:13][CH2:12][C:11]([C:7]1[NH:8][C:9]2[C:5]([CH:6]=1)=[CH:4][C:3]([N+:16]([O-:18])=[O:17])=[C:2]([F:1])[CH:10]=2)([CH3:15])[CH3:14])([C:20]([CH3:22])([CH3:21])[CH3:19])([CH3:25])[CH3:24]. The yield is 0.380. (3) The reactants are [NH2:1][C:2]1[N:3]([CH3:24])[C:4](=[O:23])[C:5]2([C:15]3[C:10](=[CH:11][CH:12]=[C:13](Br)[CH:14]=3)[O:9][CH:8]([C:17]3[CH:22]=[CH:21][CH:20]=[CH:19][CH:18]=3)[CH2:7]2)[N:6]=1.[OH:25][CH2:26][C:27]1[CH:28]=[C:29](B(O)O)[CH:30]=[CH:31][CH:32]=1. The catalyst is O1CCOCC1.C([O-])([O-])=O.[Cs+].[Cs+].Cl[Pd](Cl)([P](C1C=CC=CC=1)(C1C=CC=CC=1)C1C=CC=CC=1)[P](C1C=CC=CC=1)(C1C=CC=CC=1)C1C=CC=CC=1. The product is [NH2:1][C:2]1[N:3]([CH3:24])[C:4](=[O:23])[C:5]2([C:15]3[C:10](=[CH:11][CH:12]=[C:13]([C:31]4[CH:30]=[CH:29][CH:28]=[C:27]([CH2:26][OH:25])[CH:32]=4)[CH:14]=3)[O:9][CH:8]([C:17]3[CH:22]=[CH:21][CH:20]=[CH:19][CH:18]=3)[CH2:7]2)[N:6]=1. The yield is 0.0500. (4) The reactants are Cl.[CH3:2][O:3][C:4]1[C:9]2[N:10]=[C:11]([C:13]3[NH:22][C:16]4[CH2:17][CH2:18][NH:19][CH2:20][CH2:21][C:15]=4[N:14]=3)[S:12][C:8]=2[C:7]([N:23]2[CH2:28][CH2:27][O:26][CH2:25][CH2:24]2)=[CH:6][CH:5]=1.C(N(C(C)C)C(C)C)C.[C:38](Cl)(=[O:40])[CH3:39]. The catalyst is O1CCCC1. The product is [CH3:2][O:3][C:4]1[C:9]2[N:10]=[C:11]([C:13]3[NH:22][C:16]4[CH2:17][CH2:18][N:19]([C:38](=[O:40])[CH3:39])[CH2:20][CH2:21][C:15]=4[N:14]=3)[S:12][C:8]=2[C:7]([N:23]2[CH2:24][CH2:25][O:26][CH2:27][CH2:28]2)=[CH:6][CH:5]=1. The yield is 0.740. (5) The reactants are Cl[C:2]1[C:11]2[C:6](=[CH:7][C:8]([CH3:12])=[CH:9][CH:10]=2)[N:5]=[C:4]([C:13]2[CH:18]=[CH:17][CH:16]=[CH:15][C:14]=2[OH:19])[N:3]=1.[NH:20]1[CH2:25][CH2:24][CH2:23][C@@H:22]([NH:26][C:27](=[O:33])[O:28][C:29]([CH3:32])([CH3:31])[CH3:30])[CH2:21]1.C(N(CC)CC)C. The catalyst is C(Cl)Cl. The product is [OH:19][C:14]1[CH:15]=[CH:16][CH:17]=[CH:18][C:13]=1[C:4]1[N:3]=[C:2]([N:20]2[CH2:25][CH2:24][CH2:23][C@@H:22]([NH:26][C:27](=[O:33])[O:28][C:29]([CH3:31])([CH3:30])[CH3:32])[CH2:21]2)[C:11]2[C:6](=[CH:7][C:8]([CH3:12])=[CH:9][CH:10]=2)[N:5]=1. The yield is 0.680. (6) The reactants are O(C1C=CC=CC=1)C1C=CC=CC=1.[CH3:14][O:15][C:16]1[CH:17]=[C:18]([NH:22][CH:23]=[C:24]2[C:29](=[O:30])OC(C)(C)OC2=O)[CH:19]=[CH:20][CH:21]=1. No catalyst specified. The product is [CH3:14][O:15][C:16]1[CH:17]=[C:18]2[C:19]([C:29]([OH:30])=[CH:24][CH:23]=[N:22]2)=[CH:20][CH:21]=1. The yield is 0.300. (7) The reactants are N(C(OCC)=O)=NC(OCC)=O.[Br:13][C:14]1[CH:33]=[CH:32][C:17]([NH:18][C:19]2[C:28]3[C:23](=[CH:24][C:25]([OH:31])=[C:26]([O:29][CH3:30])[CH:27]=3)[N:22]=[CH:21][N:20]=2)=[C:16]([F:34])[CH:15]=1.C1(P(C2C=CC=CC=2)C2C=CC=CC=2)C=CC=CC=1.O[CH2:55][CH2:56][N:57]1[CH2:62][CH2:61][O:60][CH2:59][C:58]1=[O:63].C(Cl)[Cl:65]. No catalyst specified. The product is [ClH:65].[Br:13][C:14]1[CH:33]=[CH:32][C:17]([NH:18][C:19]2[C:28]3[C:23](=[CH:24][C:25]([O:31][CH2:55][CH2:56][N:57]4[CH2:62][CH2:61][O:60][CH2:59][C:58]4=[O:63])=[C:26]([O:29][CH3:30])[CH:27]=3)[N:22]=[CH:21][N:20]=2)=[C:16]([F:34])[CH:15]=1. The yield is 0.260.